This data is from Full USPTO retrosynthesis dataset with 1.9M reactions from patents (1976-2016). The task is: Predict the reactants needed to synthesize the given product. (1) Given the product [Cl:17][C:8]1[C:7]2[N:6]=[C:5]([CH2:18][O:19][CH2:20][CH3:21])[N:4]([CH2:1][CH:2]3[O:25][N:24]([CH3:26])[CH2:23][CH2:3]3)[C:16]=2[C:15]2[CH:14]=[CH:13][CH:12]=[CH:11][C:10]=2[N:9]=1, predict the reactants needed to synthesize it. The reactants are: [CH2:1]([N:4]1[C:16]2[C:15]3[CH:14]=[CH:13][CH:12]=[CH:11][C:10]=3[N:9]=[C:8]([Cl:17])[C:7]=2[N:6]=[C:5]1[CH2:18][O:19][CH2:20][CH3:21])[CH:2]=[CH2:3].Cl.[CH3:23][NH:24][OH:25].[C:26](=O)(O)[O-].[Na+].C=O. (2) Given the product [CH2:1]([C:3]1[S:28][C:6]2[N:7]([CH2:13][C:14]3[CH:19]=[CH:18][C:17]([C:20]4[C:21]([C:26]#[N:27])=[CH:22][CH:23]=[CH:24][CH:25]=4)=[CH:16][CH:15]=3)[C:8](=[O:12])[N:9]([CH2:31][C:32](=[O:33])[C:34]3[CH:39]=[CH:38][N:37]=[CH:36][CH:35]=3)[C:10](=[O:11])[C:5]=2[CH:4]=1)[CH3:2], predict the reactants needed to synthesize it. The reactants are: [CH2:1]([C:3]1[S:28][C:6]2[N:7]([CH2:13][C:14]3[CH:19]=[CH:18][C:17]([C:20]4[C:21]([C:26]#[N:27])=[CH:22][CH:23]=[CH:24][CH:25]=4)=[CH:16][CH:15]=3)[C:8](=[O:12])[NH:9][C:10](=[O:11])[C:5]=2[CH:4]=1)[CH3:2].Br.Br[CH2:31][C:32]([C:34]1[CH:39]=[CH:38][N:37]=[CH:36][CH:35]=1)=[O:33].CN(C)C=O.[H-].[Na+]. (3) Given the product [CH3:1][O:2][CH2:3][O:4][C:5]1[CH:6]=[CH:7][C:8]([C:11]2[N:16]=[C:15]3[N:17]([CH:21]4[CH2:26][CH2:25][CH2:24][CH2:23][O:22]4)[N:18]=[C:19]([CH3:20])[C:14]3=[C:13]([CH2:27][N:28]3[CH2:33][C:32]([CH3:35])([CH3:34])[N:31]([CH2:41][CH2:40][C:39]([F:44])([F:43])[F:38])[CH2:30][C:29]3([CH3:37])[CH3:36])[CH:12]=2)=[CH:9][CH:10]=1, predict the reactants needed to synthesize it. The reactants are: [CH3:1][O:2][CH2:3][O:4][C:5]1[CH:10]=[CH:9][C:8]([C:11]2[N:16]=[C:15]3[N:17]([CH:21]4[CH2:26][CH2:25][CH2:24][CH2:23][O:22]4)[N:18]=[C:19]([CH3:20])[C:14]3=[C:13]([CH2:27][N:28]3[CH2:33][C:32]([CH3:35])([CH3:34])[NH:31][CH2:30][C:29]3([CH3:37])[CH3:36])[CH:12]=2)=[CH:7][CH:6]=1.[F:38][C:39]([F:44])([F:43])[CH2:40][CH:41]=O.C(O)(=O)C.C(O[BH-](OC(=O)C)OC(=O)C)(=O)C.[Na+]. (4) Given the product [CH2:1]([O:8][N:9]1[C:18]2[N:17]=[CH:16][C:15]([C:19]([OH:21])=[O:20])=[CH:14][C:13]=2[C:12]([OH:23])=[C:11]([C:24]([O:26][CH2:27][CH3:28])=[O:25])[C:10]1=[O:29])[C:2]1[CH:7]=[CH:6][CH:5]=[CH:4][CH:3]=1, predict the reactants needed to synthesize it. The reactants are: [CH2:1]([O:8][N:9]1[C:18]2[C:13](=[CH:14][C:15]([C:19]([O:21]C)=[O:20])=[CH:16][N:17]=2)[C:12]([OH:23])=[C:11]([C:24]([O:26][CH2:27][CH3:28])=[O:25])[C:10]1=[O:29])[C:2]1[CH:7]=[CH:6][CH:5]=[CH:4][CH:3]=1.C(ON1C2C(=CC(C(OCC)=O)=CN=2)C(O)=C(C(OCC)=O)C1=O)C1C=CC=CC=1.[OH-].[Na+]. (5) Given the product [ClH:49].[ClH:49].[CH:1]1([CH2:4][CH2:5][N:6]2[C:10]3[CH:11]=[CH:12][CH:13]=[CH:14][C:9]=3[N:8]=[C:7]2[C:15]([N:17]([CH2:39][CH:40]([CH3:42])[CH3:41])[C@H:18]2[CH2:23][C@@H:22]([C:24]([N:26]3[CH2:27][CH2:28][O:29][CH2:30][CH2:31]3)=[O:25])[CH2:21][NH:20][CH2:19]2)=[O:16])[CH2:2][CH2:3]1, predict the reactants needed to synthesize it. The reactants are: [CH:1]1([CH2:4][CH2:5][N:6]2[C:10]3[CH:11]=[CH:12][CH:13]=[CH:14][C:9]=3[N:8]=[C:7]2[C:15]([N:17]([CH2:39][CH:40]([CH3:42])[CH3:41])[C@H:18]2[CH2:23][C@@H:22]([C:24]([N:26]3[CH2:31][CH2:30][O:29][CH2:28][CH2:27]3)=[O:25])[CH2:21][N:20](C(OC(C)(C)C)=O)[CH2:19]2)=[O:16])[CH2:3][CH2:2]1.C(OCC)(=O)C.[ClH:49].